This data is from Full USPTO retrosynthesis dataset with 1.9M reactions from patents (1976-2016). The task is: Predict the reactants needed to synthesize the given product. (1) Given the product [Br:5][C:6]1[CH:11]=[CH:10][C:9]([C@@H:12]2[CH2:14][O:13]2)=[CH:8][CH:7]=1, predict the reactants needed to synthesize it. The reactants are: C(O)(=O)C.[Br:5][C:6]1[CH:11]=[CH:10][C:9]([CH:12]2[CH2:14][O:13]2)=[CH:8][CH:7]=1.O. (2) Given the product [NH2:2][C:3]1[NH:7][C:6]2[CH:8]=[C:9]([N:12]3[C:13](=[O:18])[CH2:14][CH:15]([CH2:64]/[CH:63]=[CH:51]\[CH2:52][CH2:53][CH2:54][CH2:55][CH2:56][CH2:57][CH2:58][CH2:59][CH3:60])[C:16]3=[O:17])[CH:10]=[CH:11][C:5]=2[N:4]=1, predict the reactants needed to synthesize it. The reactants are: Cl.[NH2:2][C:3]1[NH:7][C:6]2[CH:8]=[C:9]([N:12]3[C:16](=[O:17])[CH:15]=[CH:14][C:13]3=[O:18])[CH:10]=[CH:11][C:5]=2[N:4]=1.NC1C=CC2N=C(N(C(OC(C)(C)C)=O)C(OC(C)(C)C)=O)N(C(OC(C)(C)C)=O)C=2C=1.[CH2:51]([CH:63]1CC(=O)O[C:64]1=O)[CH:52]=[CH:53][CH2:54][CH2:55][CH2:56][CH2:57][CH2:58][CH2:59][CH2:60]CC. (3) Given the product [C:1]([O:5][C:6]([NH:8][CH:9]([C:21]1[CH:22]=[CH:23][CH:24]=[CH:25][CH:26]=1)[C:10]1[CH:11]=[C:12]([CH:18]=[CH:19][CH:20]=1)[O:13][CH2:14][C:15]1[O:27][N:28]=[C:29]([C:31]2[CH:32]=[CH:33][C:34]([C:35]([O:37][CH2:38][CH2:39][CH2:40][CH:41]3[O:42][CH2:43][CH2:44][O:45]3)=[O:36])=[CH:46][CH:47]=2)[N:30]=1)=[O:7])([CH3:2])([CH3:3])[CH3:4], predict the reactants needed to synthesize it. The reactants are: [C:1]([O:5][C:6]([NH:8][CH:9]([C:21]1[CH:26]=[CH:25][CH:24]=[CH:23][CH:22]=1)[C:10]1[CH:11]=[C:12]([CH:18]=[CH:19][CH:20]=1)[O:13][CH2:14][C:15](O)=O)=[O:7])([CH3:4])([CH3:3])[CH3:2].[OH:27][N:28]=[C:29]([C:31]1[CH:47]=[CH:46][C:34]([C:35]([O:37][CH2:38][CH2:39][CH2:40][CH:41]2[O:45][CH2:44][CH2:43][O:42]2)=[O:36])=[CH:33][CH:32]=1)[NH2:30]. (4) Given the product [CH2:3]([N:10]1[C@@H:15]2[CH2:16][CH2:17][C@@:11]1([C:19]1[CH:24]=[CH:23][CH:22]=[CH:21][CH:20]=1)[C@H:12]([O:18][CH2:30][C:29]1[CH:32]=[C:33]([C:35]([F:37])([F:38])[F:36])[CH:34]=[C:27]([C:26]([F:25])([F:39])[F:40])[CH:28]=1)[CH2:13][CH2:14]2)[C:4]1[CH:5]=[CH:6][CH:7]=[CH:8][CH:9]=1, predict the reactants needed to synthesize it. The reactants are: [H-].[Na+].[CH2:3]([N:10]1[C@@H:15]2[CH2:16][CH2:17][C@@:11]1([C:19]1[CH:24]=[CH:23][CH:22]=[CH:21][CH:20]=1)[C@H:12]([OH:18])[CH2:13][CH2:14]2)[C:4]1[CH:9]=[CH:8][CH:7]=[CH:6][CH:5]=1.[F:25][C:26]([F:40])([F:39])[C:27]1[CH:28]=[C:29]([CH:32]=[C:33]([C:35]([F:38])([F:37])[F:36])[CH:34]=1)[CH2:30]Br.C1OCCOCCOCCOCCOCCOC1. (5) Given the product [Br:1][C:2]1[CH:7]=[CH:6][C:5]([N:8]2[C:16]([C:17]([NH:27][CH3:26])=[O:18])=[C:15]3[C:10]([CH:11]=[C:12]([N+:23]([O-:25])=[O:24])[C:13]([CH:20]4[CH2:22][CH2:21]4)=[CH:14]3)=[N:9]2)=[CH:4][CH:3]=1, predict the reactants needed to synthesize it. The reactants are: [Br:1][C:2]1[CH:7]=[CH:6][C:5]([N:8]2[C:16]([C:17](O)=[O:18])=[C:15]3[C:10]([CH:11]=[C:12]([N+:23]([O-:25])=[O:24])[C:13]([CH:20]4[CH2:22][CH2:21]4)=[CH:14]3)=[N:9]2)=[CH:4][CH:3]=1.[CH3:26][NH2:27].O=P(Cl)(Cl)Cl. (6) Given the product [Cl:13][C:14]1[CH:15]=[CH:16][C:17]([O:20][C:21]([F:22])([F:23])[F:24])=[C:18]([CH:19]=1)[C:25]([OH:27])=[O:26], predict the reactants needed to synthesize it. The reactants are: C([Li])CCC.C(NC(C)C)(C)C.[Cl:13][C:14]1[CH:19]=[CH:18][C:17]([O:20][C:21]([F:24])([F:23])[F:22])=[CH:16][CH:15]=1.[C:25](=[O:27])=[O:26]. (7) The reactants are: [CH3:1][C:2]1([C:16]2[CH:21]=[CH:20][CH:19]=[CH:18][CH:17]=2)[S:6][C:5](=S)[N:4]([NH:8][C:9]2[CH:14]=[CH:13][CH:12]=[CH:11][CH:10]=2)[C:3]1=[O:15].C(Cl)Cl.[BH4-].C([O+](CC)CC)C.Cl.[CH3:34][O:35][NH2:36]. Given the product [CH3:34][O:35][N:36]=[C:5]1[N:4]([NH:8][C:9]2[CH:14]=[CH:13][CH:12]=[CH:11][CH:10]=2)[C:3](=[O:15])[C:2]([CH3:1])([C:16]2[CH:21]=[CH:20][CH:19]=[CH:18][CH:17]=2)[S:6]1, predict the reactants needed to synthesize it. (8) Given the product [CH2:1]([NH:3][C:4]([C:6]1[CH:11]=[CH:10][C:9]([N:12]2[CH:16]=[C:15]([C:17]([OH:19])=[O:18])[N:14]=[N:13]2)=[C:8]([O:22][CH2:23][CH2:24][CH2:25][C:26]2[CH:31]=[CH:30][CH:29]=[CH:28][CH:27]=2)[CH:7]=1)=[O:5])[CH3:2], predict the reactants needed to synthesize it. The reactants are: [CH2:1]([NH:3][C:4]([C:6]1[CH:11]=[CH:10][C:9]([N:12]2[CH:16]=[C:15]([C:17]([O:19]CC)=[O:18])[N:14]=[N:13]2)=[C:8]([O:22][CH2:23][CH2:24][CH2:25][C:26]2[CH:31]=[CH:30][CH:29]=[CH:28][CH:27]=2)[CH:7]=1)=[O:5])[CH3:2].[OH-].[Na+]. (9) Given the product [CH3:1][C:2]1([CH3:22])[C:10]2[CH:11]=[CH:12][C:13]3[C:17]4[CH:18]=[CH:19][CH:20]=[C:21]([B:39]5[O:43][C:42]([CH3:45])([CH3:44])[C:41]([CH3:47])([CH3:46])[O:40]5)[C:16]=4[O:15][C:14]=3[C:9]=2[C:8]2[CH:7]=[CH:6][CH:5]=[CH:4][C:3]1=2, predict the reactants needed to synthesize it. The reactants are: [CH3:1][C:2]1([CH3:22])[C:10]2[CH:11]=[CH:12][C:13]3[C:17]4[CH:18]=[CH:19][CH:20]=[CH:21][C:16]=4[O:15][C:14]=3[C:9]=2[C:8]2[CH:7]=[CH:6][CH:5]=[CH:4][C:3]1=2.N[C@H](C(O)=O)C[SeH].[Li]CCCC.C(O[B:39]1[O:43][C:42]([CH3:45])([CH3:44])[C:41]([CH3:47])([CH3:46])[O:40]1)(C)C. (10) Given the product [CH2:1]([NH:3][C:4](=[O:5])[NH:6][C:7]1[N:8]=[CH:9][C:10]([C:32]2[S:33][C:34]([C:37]([O:39][CH3:40])=[O:38])=[CH:35][N:36]=2)=[C:11]([C:13]2[S:14][CH:15]=[C:16]([C:18]([F:19])([F:20])[F:21])[N:17]=2)[CH:12]=1)[CH3:2], predict the reactants needed to synthesize it. The reactants are: [CH2:1]([NH:3][C:4]([NH:6][C:7]1[CH:12]=[C:11]([C:13]2[S:14][CH:15]=[C:16]([C:18]([F:21])([F:20])[F:19])[N:17]=2)[C:10](B2OC(C)(C)C(C)(C)O2)=[CH:9][N:8]=1)=[O:5])[CH3:2].Br[C:32]1[S:33][C:34]([C:37]([O:39][CH3:40])=[O:38])=[CH:35][N:36]=1.C(=O)([O-])[O-].[Cs+].[Cs+].